This data is from CYP2C9 inhibition data for predicting drug metabolism from PubChem BioAssay. The task is: Regression/Classification. Given a drug SMILES string, predict its absorption, distribution, metabolism, or excretion properties. Task type varies by dataset: regression for continuous measurements (e.g., permeability, clearance, half-life) or binary classification for categorical outcomes (e.g., BBB penetration, CYP inhibition). Dataset: cyp2c9_veith. The result is 1 (inhibitor). The drug is Cc1ccc2nc(/C(C#N)=C\c3ccc(OC(=O)c4cccs4)cc3)[nH]c2c1.